Dataset: Reaction yield outcomes from USPTO patents with 853,638 reactions. Task: Predict the reaction yield, written as a fraction of the theoretical maximum amount of product (1.0 means a 100% yield; for example, 0.34 means a 34% yield). (1) The reactants are [Br:1][C:2]1[CH:6]=[N:5][N:4]([CH3:7])[C:3]=1[C:8]1[CH:19]=[C:18]([N+:20]([O-])=O)[CH:17]=[CH:16][C:9]=1[O:10][CH2:11][CH2:12][N:13]([CH3:15])[CH3:14].O.O.Cl[Sn]Cl. The catalyst is CCO. The product is [Br:1][C:2]1[CH:6]=[N:5][N:4]([CH3:7])[C:3]=1[C:8]1[CH:19]=[C:18]([NH2:20])[CH:17]=[CH:16][C:9]=1[O:10][CH2:11][CH2:12][N:13]([CH3:14])[CH3:15]. The yield is 0.560. (2) The reactants are [CH2:1]([O:3][C:4](=[O:22])[NH:5][C:6]([CH3:21])([CH3:20])[CH2:7][CH2:8][N:9]1C(=O)C2C(=CC=CC=2)C1=O)[CH3:2].O.NN. The catalyst is C(O)C. The product is [NH2:9][CH2:8][CH2:7][C:6]([NH:5][C:4](=[O:22])[O:3][CH2:1][CH3:2])([CH3:21])[CH3:20]. The yield is 0.880.